From a dataset of Peptide-MHC class II binding affinity with 134,281 pairs from IEDB. Regression. Given a peptide amino acid sequence and an MHC pseudo amino acid sequence, predict their binding affinity value. This is MHC class II binding data. (1) The peptide sequence is PELGMNASHCNEMSW. The MHC is DRB1_0901 with pseudo-sequence DRB1_0901. The binding affinity (normalized) is 0.224. (2) The peptide sequence is EVDISVVVQDPKNVY. The MHC is HLA-DQA10501-DQB10302 with pseudo-sequence HLA-DQA10501-DQB10302. The binding affinity (normalized) is 0.436. (3) The peptide sequence is KLVLNIKYTRPGDSL. The MHC is HLA-DPA10103-DPB10401 with pseudo-sequence HLA-DPA10103-DPB10401. The binding affinity (normalized) is 0.228. (4) The MHC is DRB1_0901 with pseudo-sequence DRB1_0901. The binding affinity (normalized) is 0.707. The peptide sequence is ALDVWALGLAIFEFV. (5) The peptide sequence is NTARLMAGAGPAPML. The MHC is HLA-DPA10201-DPB10501 with pseudo-sequence HLA-DPA10201-DPB10501. The binding affinity (normalized) is 0. (6) The peptide sequence is SAALGPLIEGNTSLL. The MHC is DRB3_0101 with pseudo-sequence DRB3_0101. The binding affinity (normalized) is 0.198. (7) The peptide sequence is VHVSFVMAYPEMLAA. The MHC is DRB1_0901 with pseudo-sequence DRB1_0901. The binding affinity (normalized) is 0.617. (8) The peptide sequence is CTNAKVTAKGVSEAN. The MHC is DRB4_0101 with pseudo-sequence DRB4_0103. The binding affinity (normalized) is 0.101. (9) The peptide sequence is LAEGIVLASAALGPL. The MHC is DRB1_1101 with pseudo-sequence DRB1_1101. The binding affinity (normalized) is 0.594. (10) The peptide sequence is GFLNEDHWFSRENSYSG. The MHC is DRB3_0101 with pseudo-sequence DRB3_0101. The binding affinity (normalized) is 0.449.